The task is: Predict the reactants needed to synthesize the given product.. This data is from Full USPTO retrosynthesis dataset with 1.9M reactions from patents (1976-2016). (1) The reactants are: C(CO)#C.[CH3:5][O:6][C:7](=[O:16])[C:8]1[C:9](=[CH:11][CH:12]=[C:13]([I:15])[CH:14]=1)[OH:10].[CH:17]1[CH:22]=CC(P([C:17]2[CH:22]=CC=[CH:19][CH:18]=2)[C:17]2[CH:22]=CC=[CH:19][CH:18]=2)=[CH:19][CH:18]=1.N(C(OC(C)C)=O)=NC(OC(C)C)=O. Given the product [CH3:5][O:6][C:7](=[O:16])[C:8]1[CH:14]=[C:13]([I:15])[CH:12]=[CH:11][C:9]=1[O:10][CH:18]([CH3:19])[C:17]#[CH:22], predict the reactants needed to synthesize it. (2) Given the product [CH3:27][CH:7]1[CH2:6][CH:5]([C:3]([OH:4])=[O:2])[C:14]2[C:9](=[CH:10][CH:11]=[CH:12][CH:13]=2)[N:8]1[C:15](=[O:26])[C:16]1[CH:17]=[CH:18][C:19]([C:22]([F:24])([F:23])[F:25])=[CH:20][CH:21]=1, predict the reactants needed to synthesize it. The reactants are: C[O:2][C:3]([C@H:5]1[C:14]2[C:9](=[CH:10][CH:11]=[CH:12][CH:13]=2)[N:8]([C:15](=[O:26])[C:16]2[CH:21]=[CH:20][C:19]([C:22]([F:25])([F:24])[F:23])=[CH:18][CH:17]=2)[C@@H:7]([CH3:27])[CH2:6]1)=[O:4].[OH-].[Li+].CO.Cl. (3) The reactants are: [C:1]([OH:5])(=O)CC.C1(P(N=[N+]=[N-])(C2C=CC=CC=2)=O)C=CC=CC=1.[CH2:23]([N:25](CC)CC)C.[NH2:30][C:31]1[S:32][CH:33]=[C:34]([CH3:41])[C:35]=1[C:36]([O:38][CH2:39][CH3:40])=[O:37]. Given the product [CH3:41][C:34]1[C:35]([C:36]([O:38][CH2:39][CH3:40])=[O:37])=[C:31]([NH:30][C:1]([NH:25][CH3:23])=[O:5])[S:32][CH:33]=1, predict the reactants needed to synthesize it.